Dataset: Reaction yield outcomes from USPTO patents with 853,638 reactions. Task: Predict the reaction yield, written as a fraction of the theoretical maximum amount of product (1.0 means a 100% yield; for example, 0.34 means a 34% yield). The reactants are [O:1]=[C:2]1[C@H:6]([NH:7][C:8]([C:10]2[C:14]([CH3:15])=[C:13](/[CH:16]=[C:17]3\[C:18](=[O:27])[NH:19][C:20]4[C:25]\3=[CH:24][C:23]([F:26])=[CH:22][CH:21]=4)[NH:12][C:11]=2[CH3:28])=[O:9])[CH2:5][O:4][NH:3]1.[H-].[Na+].Br[CH2:32][C:33]([N:35]([CH3:37])[CH3:36])=[O:34]. No catalyst specified. The product is [CH3:36][N:35]([CH3:37])[C:33]([CH2:32][N:3]1[C:2](=[O:1])[C@H:6]([NH:7][C:8]([C:10]2[C:14]([CH3:15])=[C:13](/[CH:16]=[C:17]3\[C:18](=[O:27])[NH:19][C:20]4[C:25]\3=[CH:24][C:23]([F:26])=[CH:22][CH:21]=4)[NH:12][C:11]=2[CH3:28])=[O:9])[CH2:5][O:4]1)=[O:34]. The yield is 0.136.